Task: Predict the product of the given reaction.. Dataset: Forward reaction prediction with 1.9M reactions from USPTO patents (1976-2016) (1) Given the reactants [CH:1]1([CH2:7][C:8]2[N:12](C(OC(C)(C)C)=O)[C:11]([C:20]([O:22][CH3:23])=[O:21])=[CH:10][CH:9]=2)[CH2:6][CH2:5][CH2:4][CH2:3][CH2:2]1, predict the reaction product. The product is: [CH:1]1([CH2:7][C:8]2[NH:12][C:11]([C:20]([O:22][CH3:23])=[O:21])=[CH:10][CH:9]=2)[CH2:2][CH2:3][CH2:4][CH2:5][CH2:6]1. (2) Given the reactants [Br:1][C:2]1[CH:3]=[CH:4][C:5]2[CH2:11][CH2:10][CH2:9][CH2:8][NH:7][C:6]=2[CH:12]=1.[C:13](O)(=O)C.C=O.C([BH3-])#N.[Na+].C(=O)([O-])O.[Na+], predict the reaction product. The product is: [Br:1][C:2]1[CH:3]=[CH:4][C:5]2[CH2:11][CH2:10][CH2:9][CH2:8][N:7]([CH3:13])[C:6]=2[CH:12]=1. (3) Given the reactants Br[C:2]1[CH:7]=[CH:6][C:5]([Br:8])=[C:4]([CH3:9])[N:3]=1.[OH2:10].[CH3:11][O-].[Na+].CO, predict the reaction product. The product is: [CH3:11][O:10][C:2]1[CH:7]=[CH:6][C:5]([Br:8])=[C:4]([CH3:9])[N:3]=1. (4) Given the reactants [CH2:1]([O:3][C:4]([C:6]1[C:7]([OH:29])=[C:8]2[C:14](Br)=[C:13]([C:16]3[CH:21]=[CH:20][C:19]([F:22])=[CH:18][CH:17]=3)[N:12]([C:23]3[CH:28]=[CH:27][CH:26]=[CH:25][CH:24]=3)[C:9]2=[CH:10][N:11]=1)=[O:5])[CH3:2].C[C:31]([N:33](C)C)=O, predict the reaction product. The product is: [CH2:1]([O:3][C:4]([C:6]1[C:7]([OH:29])=[C:8]2[C:14]([C:31]#[N:33])=[C:13]([C:16]3[CH:21]=[CH:20][C:19]([F:22])=[CH:18][CH:17]=3)[N:12]([C:23]3[CH:28]=[CH:27][CH:26]=[CH:25][CH:24]=3)[C:9]2=[CH:10][N:11]=1)=[O:5])[CH3:2]. (5) Given the reactants [C:1]([O-:4])([OH:3])=O.[Na+].[NH2:6][C:7]1[CH:15]=[CH:14][C:10]([C:11]([OH:13])=[O:12])=[CH:9][C:8]=1[OH:16], predict the reaction product. The product is: [C:1]([C:9]1[C:8]([OH:16])=[C:7]([NH2:6])[CH:15]=[CH:14][C:10]=1[C:11]([OH:13])=[O:12])([O:4][C:10]([CH3:14])([CH3:11])[CH3:9])=[O:3].